From a dataset of Experimentally validated miRNA-target interactions with 360,000+ pairs, plus equal number of negative samples. Binary Classification. Given a miRNA mature sequence and a target amino acid sequence, predict their likelihood of interaction. (1) The miRNA is mmu-miR-465b-5p with sequence UAUUUAGAAUGGUGCUGAUCUG. The protein sequence of the target gene is MVDYSVWDHIEVSDDEDETHPNIDTASLFRWRHQARVERMEQFQKEKEELDRGCRECKRKVAECQRKLKELEVAESDGQVELERLRAEAQQLRKEERSWEQKLEDMRKKEKNMPWNVDTLSKDGFSKSMVNTKPEKAEEDSEEAREQKHKTFVEKYEKQIKHFGMLHRWDDSQKYLSDNVHLVCEETANYLVIWCIDLEVEEKCALMEQVAHQTMVMQFILELAKSLKVDPRACFRQFFTKIKTADHQYMEGFKYELEAFKERVRGRAKLRIEKAMKEYEEEERKKRLGPGGLDPVEVYE.... Result: 1 (interaction). (2) The miRNA is hsa-miR-4457 with sequence UCACAAGGUAUUGACUGGCGUA. The protein sequence of the target gene is MAPPSVFAEVPQAQPVLVFKLTADFREDPDPRKVNLGVGAYRTDDCHPWVLPVVKKVEQKIANDNSLNHEYLPILGLAEFRSCASRLALGDDSPALKEKRVGGVQSLGGTGALRIGADFLARWYNGTNNKNTPVYVSSPTWENHNAVFSAAGFKDIRSYRYWDAEKRGLDLQGFLNDLENAPEFSIVVLHACAHNPTGIDPTPEQWKQIASVMKHRFLFPFFDSAYQGFASGNLERDAWAIRYFVSEGFEFFCAQSFSKNFGLYNERVGNLTVVGKEPESILQVLSQMEKIVRITWSNPP.... Result: 0 (no interaction). (3) The miRNA is mmu-miR-509-5p with sequence UACUCCAGAAUGUGGCAAUCAU. The protein sequence of the target gene is MEERCESTESPQGQGRKNTKCGWLRKQGGFVKTWHTRWFVLKGDQLYYFKDEDETKPLGTIFLHGNKVIEHPCNEENPGKFLFDVVPGGERDRMTANHESYLLMASTQNDMEDWVKSIRRVIWGPFGGGIFGQKLEDTVRYEKRYGNRLAPMLVEQCVDFIRQRGLKEEGLFRLPGQANLVKELQDAFDCGEKPSFDSNTDVHTVASLLKLYLRELPEPVVPYAKYEDFLSCATLLSKEEEAGVKELMKQVKSLPVVNYNLLKYICRFLDEVQSYSGVNKMSAQNLATVFGPNILRPKVE.... Result: 0 (no interaction). (4) The miRNA is hsa-miR-6850-5p with sequence GUGCGGAACGCUGGCCGGGGCG. The protein sequence of the target gene is MAGTVVLDDVELREAQRDYLDFLDDEEDQGIYQSKVRELISDNQYRLIVNVNDLRRKNEKRANRLLNNAFEELVAFQRALKDFVASIDATYAKQYEEFYVGLEGSFGSKHVSPRTLTSCFLSCVVCVEGIVTKCSLVRPKVVRSVHYCPATKKTIERRYSDLTTLVAFPSSSVYPTKDEENNPLETEYGLSVYKDHQTITIQEMPEKAPAGQLPRSVDVILDDDLVDKAKPGDRVQVVGTYRCLPGKKGGYTSGTFRTVLIACNVKQMSKDAQPSFSAEDIAKIKKFSKTRSKDIFDQLA.... Result: 0 (no interaction). (5) The miRNA is rno-miR-204-5p with sequence UUCCCUUUGUCAUCCUAUGCCU. The protein sequence of the target gene is MLRQVLHRGLRTCFSRLGHFIASHPVFFASAPVLISILLGASFSRYQVEESVEHLLAPQHSLAKIERNLVNSLFPVNRSKHRLYSDLQTPGRYGRVIVTSYQKANMLDQHHTDLILKLHTAVTKIQVPRPGFNYTFAHICVLNNDKTCIVDDIVHVLEELKNARATNRTNFAITYPITHLKDGRAVYNGHQLGGVTVHSKDRVKSAEAIQLTYYLQSINSLNDMVAERWESSFCDTVKLFQKSNSKVKIYPYTSSSLREDFQKTSRVSERYLVTSLILVVTMAILCCSMQDCVRSKPWLG.... Result: 0 (no interaction). (6) The miRNA is hsa-miR-4734 with sequence GCUGCGGGCUGCGGUCAGGGCG. The protein sequence of the target gene is MLFPDDFSTWEQTFQELMQEEKPGAKWSLHLDKNIVPDGAALGWRQHQQTVLGRFQCSRCCRSWTSAQVMILCHMYPDTLKSQGQARMRIFGQKCQKCFGCQFETPKFSTEIIKRILNNLVNYILQRYYGHRKIALTSNASLGEKVTLDGPHDTRNCEACSLNSHGRCALAHKVKPPRSPSPLPKSSSPSKSCPPPPQTRNTDFGNKTFQDFGNRTFQGCREPPQREIEPPLFLFLSIAAFALFSLFTR. Result: 0 (no interaction). (7) The miRNA is hsa-miR-6763-5p with sequence CUGGGGAGUGGCUGGGGAG. The protein sequence of the target gene is MGIGRSEGGRRGAALGVLLALGAALLAVGSASEYDYVSFQSDIGPYQSGRFYTKPPQCVDIPADLRLCHNVGYKKMVLPNLLEHETMAEVKQQASSWVPLLNKNCHAGTQVFLCSLFAPVCLDRPIYPCRWLCEAVRDSCEPVMQFFGFYWPEMLKCDKFPEGDVCIAMTPPNATEASKPQGTTVCPPCDNELKSEAIIEHLCASEFALRMKIKEVKKENGDKKIVPKKKKPLKLGPIKKKDLKKLVLYLKNGADCPCHQLDNLSHHFLIMGRKVKSQYLLTAIHKWDKKNKEFKNFMKK.... Result: 1 (interaction). (8) The miRNA is hsa-miR-20b-5p with sequence CAAAGUGCUCAUAGUGCAGGUAG. The protein sequence of the target gene is MDTASHSLVLLQQLNMQREFGFLCDCTVAIGDVYFKAHRAVLAAFSNYFKMIFIHQTSECIKIQPTDIQPDIFSYLLHIMYTGKGPKQIVDHSRLEEGIRFLHADYLSHIATEMNQVFSPETVQSSNLYGIQISTTQKTVVKQGLEVKEAPSSNSGNRAAVQGDHPQLQLSLAIGLDDGTADQQRACPATQALEEHQKPPVSIKQERCDPESVISQSHPSPSSEVTGPTFTENSVKIHLCHYCGERFDSRSNLRQHLHTHVSGSLPFGVPASILESNDLGEVHPLNENSEALECRRLSSF.... Result: 1 (interaction). (9) The miRNA is hsa-miR-182-3p with sequence UGGUUCUAGACUUGCCAACUA. The protein sequence of the target gene is MNLSAAHHQISLSDGNNIPLIGLGTYSDPRPVPGKTYVAVKTAIDEGYRHIDGAYVYHNEHEVGEAIREKIAEGKVKREEIFYCGKLWNTEHVPSMVLPALERTLKALKLDYIDLYIIELPMAFKPGKEIYPRDENGRIIYDKTNLCATWEALEACKDAGLVKSLGVSNFNRRQLELILNKPGLKYKPVTNQVECHPYFTQTKLLKFCQQHDIVIVAHSPLGTCRNPSWVNVSSPPLLNDELLTSLGKKYNKTQAQIVLRFNIQRGIVVIPKSFTPERIKENFQIFDFSLTEEEMKDIDA.... Result: 0 (no interaction).